Task: Predict which catalyst facilitates the given reaction.. Dataset: Catalyst prediction with 721,799 reactions and 888 catalyst types from USPTO (1) Reactant: [Cl:1][C:2]1[CH:7]=[CH:6][C:5]([S:8]([NH:11][C@H:12]([CH2:16][CH:17]([CH3:19])[CH3:18])[C:13]([NH2:15])=[O:14])(=[O:10])=[O:9])=[CH:4][CH:3]=1.C(=O)([O-])[O-].[K+].[K+].[C:26]([O:30][C:31](=[O:34])[CH2:32]Br)([CH3:29])([CH3:28])[CH3:27]. Product: [C:26]([O:30][C:31](=[O:34])[CH2:32][N:11]([C@@H:12]([C:13](=[O:14])[NH2:15])[CH2:16][CH:17]([CH3:19])[CH3:18])[S:8]([C:5]1[CH:4]=[CH:3][C:2]([Cl:1])=[CH:7][CH:6]=1)(=[O:9])=[O:10])([CH3:29])([CH3:28])[CH3:27]. The catalyst class is: 3. (2) Reactant: C[O:2][C:3](=O)[CH2:4][CH2:5][CH2:6][CH2:7][CH2:8][CH2:9][C:10]([NH:12][C:13]1[CH:18]=[CH:17][C:16]([CH2:19][NH:20]C(OC(C)(C)C)=O)=[CH:15][CH:14]=1)=[O:11].[NH2:29][OH:30].[OH-].[K+].[C:33]([OH:39])([C:35]([F:38])([F:37])[F:36])=[O:34]. Product: [NH2:20][CH2:19][C:16]1[CH:17]=[CH:18][C:13]([NH:12][C:10](=[O:11])[CH2:9][CH2:8][CH2:7][CH2:6][CH2:5][CH2:4][C:3]([NH:29][OH:30])=[O:2])=[CH:14][CH:15]=1.[C:33]([OH:39])([C:35]([F:38])([F:37])[F:36])=[O:34]. The catalyst class is: 5. (3) Reactant: C([O:5][C:6](=[O:30])[CH2:7][O:8][C:9]1[CH:14]=[CH:13][C:12]([N+:15]([O-:17])=[O:16])=[CH:11][C:10]=1[C:18](=[O:29])[NH:19][CH2:20][C:21]1[CH:26]=[CH:25][C:24]([Br:27])=[CH:23][C:22]=1[F:28])(C)(C)C.FC(F)(F)C(O)=O. Product: [Br:27][C:24]1[CH:25]=[CH:26][C:21]([CH2:20][NH:19][C:18]([C:10]2[CH:11]=[C:12]([N+:15]([O-:17])=[O:16])[CH:13]=[CH:14][C:9]=2[O:8][CH2:7][C:6]([OH:30])=[O:5])=[O:29])=[C:22]([F:28])[CH:23]=1. The catalyst class is: 4. (4) Reactant: [Cl:1][C:2]1[N:3]=[CH:4][N:5]([C:17]2[CH:22]=[CH:21][C:20]([Cl:23])=[CH:19][CH:18]=2)[C:6]=1[C:7]1[C:8]([F:16])=[C:9]([CH:12]=[CH:13][C:14]=1[F:15])[C:10]#[N:11].[Br:24]N1C(=O)CCC1=O. Product: [Br:24][C:4]1[N:5]([C:17]2[CH:22]=[CH:21][C:20]([Cl:23])=[CH:19][CH:18]=2)[C:6]([C:7]2[C:8]([F:16])=[C:9]([CH:12]=[CH:13][C:14]=2[F:15])[C:10]#[N:11])=[C:2]([Cl:1])[N:3]=1. The catalyst class is: 42. (5) Reactant: [CH:1]1([C:4]2[CH:23]=[N:22][CH:21]=[C:20](F)[C:5]=2[C:6]([NH:8][C:9](=[NH:19])[C:10]2[CH:15]=[CH:14][N:13]=[C:12]3NC=C[C:11]=23)=[O:7])[CH2:3][CH2:2]1.C([O-])([O-])=O.[Cs+].[Cs+].O.C(O)(=O)C. Product: [CH:1]1([C:4]2[C:5]3[C:6]([OH:7])=[N:8][C:9]([C:10]4[CH:15]=[CH:14][N:13]=[CH:12][CH:11]=4)=[N:19][C:20]=3[CH:21]=[N:22][CH:23]=2)[CH2:3][CH2:2]1. The catalyst class is: 44.